From a dataset of Reaction yield outcomes from USPTO patents with 853,638 reactions. Predict the reaction yield, written as a fraction of the theoretical maximum amount of product (1.0 means a 100% yield; for example, 0.34 means a 34% yield). (1) The reactants are Cl[C:2]1[N:3]([C:13]2[CH:18]=[CH:17][CH:16]=[C:15]([O:19][CH2:20][CH3:21])[CH:14]=2)[C:4]2[C:9]([C:10]=1[CH:11]=[O:12])=[CH:8][CH:7]=[CH:6][CH:5]=2.[NH:22]1[CH2:27][CH2:26][NH:25][CH2:24][CH2:23]1. No catalyst specified. The product is [CH2:20]([O:19][C:15]1[CH:14]=[C:13]([N:3]2[C:4]3[C:9](=[CH:8][CH:7]=[CH:6][CH:5]=3)[C:10]([CH:11]=[O:12])=[C:2]2[N:22]2[CH2:27][CH2:26][NH:25][CH2:24][CH2:23]2)[CH:18]=[CH:17][CH:16]=1)[CH3:21]. The yield is 0.370. (2) The reactants are [Cl:1][C:2]1[CH:10]=[CH:9][C:5]([C:6]([OH:8])=[O:7])=[C:4]([CH3:11])[CH:3]=1.OS(O)(=O)=O.[CH3:17]O. No catalyst specified. The product is [Cl:1][C:2]1[CH:10]=[CH:9][C:5]([C:6]([O:8][CH3:17])=[O:7])=[C:4]([CH3:11])[CH:3]=1. The yield is 0.920. (3) The reactants are [OH:1][CH2:2][CH:3]([NH:5][C:6]([C:8]1[CH:9]=[C:10]([C:14]#[C:15][CH2:16][CH2:17][CH2:18][C:19]([OH:21])=O)[CH:11]=[CH:12][CH:13]=1)=[O:7])[CH3:4].Cl.[CH3:23][NH:24][CH3:25]. No catalyst specified. The product is [CH3:23][N:24]([CH3:25])[C:19]([CH2:18][CH2:17][CH2:16][C:15]#[C:14][C:10]1[CH:9]=[C:8]([CH:13]=[CH:12][CH:11]=1)[C:6]([NH:5][CH:3]([CH3:4])[CH2:2][OH:1])=[O:7])=[O:21]. The yield is 0.960. (4) The reactants are [Cl-].O[NH3+:3].[C:4](=[O:7])([O-])[OH:5].[Na+].CS(C)=O.[CH2:13]([C:17]1[N:18]=[C:19]([CH3:47])[N:20]([C:39]2[CH:44]=[CH:43][C:42]([O:45][CH3:46])=[CH:41][CH:40]=2)[C:21](=[O:38])[C:22]=1[CH2:23][C:24]1[CH:29]=[CH:28][C:27]([C:30]2[C:31]([C:36]#[N:37])=[CH:32][CH:33]=[CH:34][CH:35]=2)=[CH:26][CH:25]=1)[CH2:14][CH2:15][CH3:16]. The catalyst is O.C(OCC)(=O)C. The product is [CH2:13]([C:17]1[N:18]=[C:19]([CH3:47])[N:20]([C:39]2[CH:40]=[CH:41][C:42]([O:45][CH3:46])=[CH:43][CH:44]=2)[C:21](=[O:38])[C:22]=1[CH2:23][C:24]1[CH:25]=[CH:26][C:27]([C:30]2[CH:35]=[CH:34][CH:33]=[CH:32][C:31]=2[C:36]2[NH:3][C:4](=[O:7])[O:5][N:37]=2)=[CH:28][CH:29]=1)[CH2:14][CH2:15][CH3:16]. The yield is 0.780. (5) The reactants are Cl.[CH3:2][N:3]([CH3:35])[C:4]([C:6]1[CH:7]=[C:8]2[C:13](=[C:14]([CH:16]3[CH2:20][CH2:19][CH2:18][N:17]3C(OC(C)(C)C)=O)[CH:15]=1)[O:12][C:11]([N:28]1[CH2:33][CH2:32][O:31][CH2:30][CH2:29]1)=[CH:10][C:9]2=[O:34])=[O:5]. The catalyst is C(Cl)Cl. The product is [CH3:2][N:3]([CH3:35])[C:4]([C:6]1[CH:7]=[C:8]2[C:13](=[C:14]([CH:16]3[CH2:20][CH2:19][CH2:18][NH:17]3)[CH:15]=1)[O:12][C:11]([N:28]1[CH2:33][CH2:32][O:31][CH2:30][CH2:29]1)=[CH:10][C:9]2=[O:34])=[O:5]. The yield is 1.01. (6) The reactants are [NH2:1][C:2]1[CH:9]=[CH:8][C:5]([CH:6]=[O:7])=[C:4]([Cl:10])[CH:3]=1.[C:11](Cl)(=[O:13])[CH3:12]. The catalyst is N1C=CC=CC=1. The product is [Cl:10][C:4]1[CH:3]=[C:2]([NH:1][C:11](=[O:13])[CH3:12])[CH:9]=[CH:8][C:5]=1[CH:6]=[O:7]. The yield is 0.680.